From a dataset of Catalyst prediction with 721,799 reactions and 888 catalyst types from USPTO. Predict which catalyst facilitates the given reaction. (1) Reactant: [NH2:1][C:2]([C:4]1[CH:5]=[N:6][C:7]2[C:12]([C:13]=1[NH:14][C:15]1[CH:16]=[C:17]([CH:23]=[CH:24][CH:25]=1)[C:18]([O:20]CC)=[O:19])=[CH:11][CH:10]=[C:9]([C:26]1[CH:31]=[CH:30][CH:29]=[CH:28][C:27]=1[O:32][CH3:33])[CH:8]=2)=[O:3].[OH-].[Na+]. Product: [NH2:1][C:2]([C:4]1[CH:5]=[N:6][C:7]2[C:12]([C:13]=1[NH:14][C:15]1[CH:16]=[C:17]([CH:23]=[CH:24][CH:25]=1)[C:18]([OH:20])=[O:19])=[CH:11][CH:10]=[C:9]([C:26]1[CH:31]=[CH:30][CH:29]=[CH:28][C:27]=1[O:32][CH3:33])[CH:8]=2)=[O:3]. The catalyst class is: 8. (2) Reactant: [CH:1]1[N:5]=[CH:4][N:3]([CH2:6][C:7]([P:13]([OH:16])([OH:15])=[O:14])([P:9]([OH:12])([OH:11])=[O:10])[OH:8])[CH:2]=1.CN(C=O)C.[OH-].[Na+:23].O. Product: [CH:1]1[N:5]=[CH:4][N:3]([CH2:6][C:7]([P:9]([O-:12])([O-:11])=[O:10])([P:13]([O-:15])([OH:16])=[O:14])[OH:8])[CH:2]=1.[Na+:23].[Na+:23].[Na+:23]. The catalyst class is: 8. (3) Reactant: [CH2:1]([O:8][C@H:9]1[CH2:13][N:12]([C:14]([O:16]C(C)(C)C)=O)[C@H:11]([CH2:21]O)[CH2:10]1)[C:2]1C=CC=CC=1.Cl.O1CCOCC1.[OH:30][CH:31]([C:35]1[CH:40]=[CH:39][CH:38]=[C:37]([C:41]([F:44])([F:43])[F:42])[CH:36]=1)[C:32]([OH:34])=O.F[P-](F)(F)(F)(F)F.N1(OC(N(C)C)=[N+](C)C)[C:56]2[N:57]=[CH:58][CH:59]=[CH:60][C:55]=2[N:54]=N1.C[N:70]1CCO[CH2:72][CH2:71]1. Product: [CH:60]1([C:55]2[N:54]=[CH:2][C:1]([O:8][C@H:9]3[CH2:13][N:12]4[C:14](=[O:16])[CH2:72][CH2:71][N:70]([C:32](=[O:34])[CH:31]([OH:30])[C:35]5[CH:40]=[CH:39][CH:38]=[C:37]([C:41]([F:44])([F:43])[F:42])[CH:36]=5)[CH2:21][C@@H:11]4[CH2:10]3)=[N:57][CH:56]=2)[CH2:59][CH2:58]1. The catalyst class is: 5. (4) Reactant: [CH:1]1([N:7]([CH2:33][CH:34](OC)[O:35]C)[C:8](=[O:32])[CH2:9][CH2:10][N:11]([CH2:22][CH2:23][C:24]2[CH:29]=[CH:28][C:27]([Cl:30])=[C:26]([Cl:31])[CH:25]=2)[C:12](=[O:21])[O:13][CH2:14][C:15]2[CH:20]=[CH:19][CH:18]=[CH:17][CH:16]=2)[CH2:6][CH2:5][CH2:4][CH2:3][CH2:2]1.O.C1(C)C=CC(S(O)(=O)=O)=CC=1.C([O-])(O)=O.[Na+]. Product: [CH:1]1([N:7]([CH2:33][CH:34]=[O:35])[C:8](=[O:32])[CH2:9][CH2:10][N:11]([CH2:22][CH2:23][C:24]2[CH:29]=[CH:28][C:27]([Cl:30])=[C:26]([Cl:31])[CH:25]=2)[C:12](=[O:21])[O:13][CH2:14][C:15]2[CH:20]=[CH:19][CH:18]=[CH:17][CH:16]=2)[CH2:6][CH2:5][CH2:4][CH2:3][CH2:2]1. The catalyst class is: 4. (5) Reactant: [F:1][C:2]1[CH:9]=[CH:8][C:5]([C:6]#[N:7])=[C:4]([N:10]2[CH:14]=[CH:13][CH:12]=[N:11]2)[CH:3]=1.[ClH:15].[H][H]. Product: [ClH:15].[F:1][C:2]1[CH:9]=[CH:8][C:5]([CH2:6][NH2:7])=[C:4]([N:10]2[CH:14]=[CH:13][CH:12]=[N:11]2)[CH:3]=1. The catalyst class is: 579.